From a dataset of Catalyst prediction with 721,799 reactions and 888 catalyst types from USPTO. Predict which catalyst facilitates the given reaction. (1) Reactant: C([O:3][C:4]([CH:6]1[CH2:11][CH2:10][N:9]([C:12]2[CH:13]=[N:14][C:15]([O:19][CH3:20])=[C:16]([CH3:18])[CH:17]=2)[CH2:8][CH2:7]1)=[O:5])C.[OH-].[Li+].[ClH:23]. Product: [ClH:23].[CH3:20][O:19][C:15]1[N:14]=[CH:13][C:12]([N:9]2[CH2:8][CH2:7][CH:6]([C:4]([OH:5])=[O:3])[CH2:11][CH2:10]2)=[CH:17][C:16]=1[CH3:18]. The catalyst class is: 7. (2) Reactant: [C:1]([NH:3][C:4](=[N:12][C:13]1[CH:18]=[CH:17][C:16]([O:19][CH:20]([F:22])[F:21])=[C:15]([O:23][CH:24]([CH3:26])[CH3:25])[CH:14]=1)OC1C=CC=CC=1)#[N:2].[NH:27]([C:29]1[CH:34]=[CH:33][CH:32]=[CH:31][N:30]=1)[NH2:28]. Product: [F:22][CH:20]([F:21])[O:19][C:16]1[CH:17]=[CH:18][C:13]([NH:12][C:4]2[N:3]=[C:1]([NH2:2])[N:27]([C:29]3[CH:34]=[CH:33][CH:32]=[CH:31][N:30]=3)[N:28]=2)=[CH:14][C:15]=1[O:23][CH:24]([CH3:25])[CH3:26]. The catalyst class is: 44. (3) Reactant: [C:1]([NH:4][C:5]1[CH:10]=[CH:9][C:8]([C:11](=[C:25]2[CH2:30][CH2:29][NH:28][CH2:27][CH2:26]2)[C:12]2[CH:24]=[CH:23][C:15]([C:16]([N:18]([CH2:21][CH3:22])[CH2:19][CH3:20])=[O:17])=[CH:14][CH:13]=2)=[CH:7][CH:6]=1)(=[O:3])[CH3:2].[C:31](=O)([O-])[O-].[K+].[K+].Cl.ClC[C:40]1[N:41]=[CH:42][S:43][CH:44]=1. Product: [C:1]([NH:4][C:5]1[CH:6]=[CH:7][C:8]([C:11](=[C:25]2[CH2:26][CH2:27][N:28]([CH2:31][C:42]3[S:43][CH:44]=[CH:40][N:41]=3)[CH2:29][CH2:30]2)[C:12]2[CH:24]=[CH:23][C:15]([C:16]([N:18]([CH2:19][CH3:20])[CH2:21][CH3:22])=[O:17])=[CH:14][CH:13]=2)=[CH:9][CH:10]=1)(=[O:3])[CH3:2]. The catalyst class is: 3. (4) Reactant: Br[C:2]1[C:3]([C:18]([NH:20][C:21]2[CH:26]=[CH:25][CH:24]=[CH:23][CH:22]=2)=[O:19])=[N:4][C:5]([C:8]2[CH:13]=[CH:12][C:11]([S:14]([CH3:17])(=[O:16])=[O:15])=[CH:10][CH:9]=2)=[CH:6][N:7]=1.[C:27]1(P(C2C=CC=CC=2)C2C=CC=CC=2)C=CC=CC=1.Cl[Zn]C. Product: [CH3:27][C:2]1[C:3]([C:18]([NH:20][C:21]2[CH:26]=[CH:25][CH:24]=[CH:23][CH:22]=2)=[O:19])=[N:4][C:5]([C:8]2[CH:13]=[CH:12][C:11]([S:14]([CH3:17])(=[O:16])=[O:15])=[CH:10][CH:9]=2)=[CH:6][N:7]=1. The catalyst class is: 123. (5) Reactant: [Cl:1][C:2]1[CH:7]=[C:6]([N:8]=[C:9]=[S:10])[CH:5]=[C:4]([C:11]([F:14])([F:13])[F:12])[C:3]=1[C:15]1[CH:20]=[CH:19][C:18]([CH2:21][CH2:22][NH:23][S:24]([CH3:27])(=[O:26])=[O:25])=[CH:17][CH:16]=1.[N:28]#[C:29][NH2:30].[Na].[CH3:32]I. Product: [Cl:1][C:2]1[CH:7]=[C:6]([N:8]([NH:28][C:29]#[N:30])[CH2:9][S:10][CH3:32])[CH:5]=[C:4]([C:11]([F:13])([F:14])[F:12])[C:3]=1[C:15]1[CH:16]=[CH:17][C:18]([CH2:21][CH2:22][NH:23][S:24]([CH3:27])(=[O:25])=[O:26])=[CH:19][CH:20]=1. The catalyst class is: 5. (6) Reactant: [NH2:1][C:2]1[C:7]([N+:8]([O-])=O)=[C:6]([CH3:11])[CH:5]=[CH:4][N:3]=1.[H][H]. Product: [NH2:1][C:2]1[C:7]([NH2:8])=[C:6]([CH3:11])[CH:5]=[CH:4][N:3]=1. The catalyst class is: 178. (7) Reactant: [C:1]([O:5][C:6](=[O:11])[NH:7][CH2:8][CH2:9][OH:10])([CH3:4])([CH3:3])[CH3:2].C(N(C(C)C)[P:16]([O:25][CH2:26][C:27]1[CH:32]=[CH:31][CH:30]=[CH:29][CH:28]=1)[O:17][CH2:18][C:19]1[CH:24]=[CH:23][CH:22]=[CH:21][CH:20]=1)(C)C.N1C=NN=N1.C1C=C(Cl)C=C(C(OO)=[O:49])C=1. Product: [CH2:26]([O:25][P:16]([O:10][CH2:9][CH2:8][NH:7][C:6](=[O:11])[O:5][C:1]([CH3:4])([CH3:2])[CH3:3])([O:17][CH2:18][C:19]1[CH:20]=[CH:21][CH:22]=[CH:23][CH:24]=1)=[O:49])[C:27]1[CH:28]=[CH:29][CH:30]=[CH:31][CH:32]=1. The catalyst class is: 10.